From a dataset of Full USPTO retrosynthesis dataset with 1.9M reactions from patents (1976-2016). Predict the reactants needed to synthesize the given product. Given the product [CH3:12][N:11]([CH3:13])[S:8]([C:5]1[CH:6]=[CH:7][C:2]([NH:23][C:21]([C:20]2[CH:19]=[C:18]([CH3:24])[N:17]([C:25]3[CH:30]=[CH:29][CH:28]=[CH:27][C:26]=3[C:31]([F:33])([F:32])[F:34])[C:16]=2[CH3:15])=[O:22])=[CH:3][C:4]=1[CH3:14])(=[O:10])=[O:9], predict the reactants needed to synthesize it. The reactants are: Br[C:2]1[CH:7]=[CH:6][C:5]([S:8]([N:11]([CH3:13])[CH3:12])(=[O:10])=[O:9])=[C:4]([CH3:14])[CH:3]=1.[CH3:15][C:16]1[N:17]([C:25]2[CH:30]=[CH:29][CH:28]=[CH:27][C:26]=2[C:31]([F:34])([F:33])[F:32])[C:18]([CH3:24])=[CH:19][C:20]=1[C:21]([NH2:23])=[O:22].C([O-])([O-])=O.[K+].[K+].CNCCNC.